Dataset: TCR-epitope binding with 47,182 pairs between 192 epitopes and 23,139 TCRs. Task: Binary Classification. Given a T-cell receptor sequence (or CDR3 region) and an epitope sequence, predict whether binding occurs between them. The epitope is KLGGALQAK. The TCR CDR3 sequence is CASSGIAGGPSYEQYF. Result: 0 (the TCR does not bind to the epitope).